Dataset: Full USPTO retrosynthesis dataset with 1.9M reactions from patents (1976-2016). Task: Predict the reactants needed to synthesize the given product. (1) Given the product [ClH:30].[NH2:9][CH2:10][CH:11]1[CH2:16][CH2:15][N:14]([C:17]([O:19][C:20]([CH3:23])([CH3:22])[CH3:21])=[O:18])[CH2:13][CH2:12]1, predict the reactants needed to synthesize it. The reactants are: NCC1CCNCC1.[NH2:9][CH2:10][CH:11]1[CH2:16][CH2:15][N:14]([C:17]([O:19][C:20]([CH3:23])([CH3:22])[CH3:21])=[O:18])[CH2:13][CH2:12]1.C(OCC)(=O)C.[ClH:30]. (2) Given the product [CH2:1]([C:3]1[NH:22][C:6]2[N:7]=[C:8]([S:12][C:13]3[CH:14]=[C:15]([F:21])[C:16]([C:19]#[N:20])=[N:17][CH:18]=3)[N:9]=[C:10]([N:54]3[CH2:55][CH:52]([OH:51])[CH2:53]3)[C:5]=2[CH:4]=1)[CH3:2], predict the reactants needed to synthesize it. The reactants are: [CH2:1]([C:3]1[NH:22][C:6]2[N:7]=[C:8]([S:12][C:13]3[CH:14]=[C:15]([F:21])[C:16]([C:19]#[N:20])=[N:17][CH:18]=3)[N:9]=[C:10](O)[C:5]=2[CH:4]=1)[CH3:2].F[P-](F)(F)(F)(F)F.N1(O[P+](N(C)C)(N(C)C)N(C)C)C2C=CC=CC=2N=N1.Cl.[OH:51][CH:52]1[CH2:55][NH:54][CH2:53]1. (3) Given the product [CH2:12]([CH:11]1[C:10]2[CH:9]=[C:8]([CH2:19][NH:20][S:21]([CH2:24][CH:25]3[CH2:27][CH2:26]3)(=[O:23])=[O:22])[CH:7]=[CH:6][C:5]=2[CH2:4][CH2:3][CH:2]1[NH:1][C:30]1([C:37]#[N:38])[CH2:31][O:28][CH2:29]1)[C:13]1[CH:18]=[CH:17][CH:16]=[CH:15][CH:14]=1, predict the reactants needed to synthesize it. The reactants are: [NH2:1][CH:2]1[CH:11]([CH2:12][C:13]2[CH:18]=[CH:17][CH:16]=[CH:15][CH:14]=2)[C:10]2[CH:9]=[C:8]([CH2:19][NH:20][S:21]([CH2:24][CH:25]3[CH2:27][CH2:26]3)(=[O:23])=[O:22])[CH:7]=[CH:6][C:5]=2[CH2:4][CH2:3]1.[O:28]1[CH2:31][C:30](=O)[CH2:29]1.C[Si]([C:37]#[N:38])(C)C. (4) Given the product [Cl:8][C:6]1[N:5]=[C:4]([N:9]2[CH2:14][CH2:13][O:12][CH2:11][C@@H:10]2[CH3:15])[N:3]=[C:2]([C:24]2[CH:23]=[CH:22][C:21]([NH:20][C:19]([NH:18][CH2:16][CH3:17])=[O:36])=[CH:26][CH:25]=2)[CH:7]=1, predict the reactants needed to synthesize it. The reactants are: Cl[C:2]1[CH:7]=[C:6]([Cl:8])[N:5]=[C:4]([N:9]2[CH2:14][CH2:13][O:12][CH2:11][C@@H:10]2[CH3:15])[N:3]=1.[CH2:16]([NH:18][C:19](=[O:36])[NH:20][C:21]1[CH:26]=[CH:25][C:24](B2OC(C)(C)C(C)(C)O2)=[CH:23][CH:22]=1)[CH3:17].C(=O)([O-])[O-].[Cs+].[Cs+]. (5) Given the product [CH3:8][O:9][C:10]1[CH:11]=[CH:12][C:13]([N:16]2[CH2:21][CH2:20][N:19]([C:22]3[CH:27]=[CH:26][C:25]([NH:28][C:29]([N:4]([CH2:3][CH2:2][CH3:1])[CH2:5][CH2:6][OH:7])=[O:30])=[CH:24][CH:23]=3)[CH2:18][CH2:17]2)=[CH:14][CH:15]=1, predict the reactants needed to synthesize it. The reactants are: [CH3:1][CH2:2][CH2:3][NH:4][CH2:5][CH2:6][OH:7].[CH3:8][O:9][C:10]1[CH:15]=[CH:14][C:13]([N:16]2[CH2:21][CH2:20][N:19]([C:22]3[CH:27]=[CH:26][C:25]([N:28]=[C:29]=[O:30])=[CH:24][CH:23]=3)[CH2:18][CH2:17]2)=[CH:12][CH:11]=1. (6) The reactants are: [CH2:1]([O:8][C:9]1[N:13]([CH:14]([CH3:16])[CH3:15])[N:12]=[C:11]([CH2:17][OH:18])[CH:10]=1)[C:2]1[CH:7]=[CH:6][CH:5]=[CH:4][CH:3]=1. Given the product [CH2:1]([O:8][C:9]1[N:13]([CH:14]([CH3:16])[CH3:15])[N:12]=[C:11]([CH:17]=[O:18])[CH:10]=1)[C:2]1[CH:7]=[CH:6][CH:5]=[CH:4][CH:3]=1, predict the reactants needed to synthesize it. (7) Given the product [Cl:21][C:15]1[CH:16]=[C:17]([Cl:20])[CH:18]=[CH:19][C:14]=1[CH:5]1[N:6]=[C:7]([C:9]2[S:10][CH:11]=[CH:12][N:13]=2)[NH:8][C:3]([CH2:2][N:26]2[CH2:31][CH2:30][O:29][CH2:28][C@H:27]2[C:32]([OH:34])=[O:33])=[C:4]1[C:22]([O:24][CH3:25])=[O:23], predict the reactants needed to synthesize it. The reactants are: Br[CH2:2][C:3]1[NH:8][C:7]([C:9]2[S:10][CH:11]=[CH:12][N:13]=2)=[N:6][CH:5]([C:14]2[CH:19]=[CH:18][C:17]([Cl:20])=[CH:16][C:15]=2[Cl:21])[C:4]=1[C:22]([O:24][CH3:25])=[O:23].[NH:26]1[CH2:31][CH2:30][O:29][CH2:28][C@H:27]1[C:32]([OH:34])=[O:33].